From a dataset of Catalyst prediction with 721,799 reactions and 888 catalyst types from USPTO. Predict which catalyst facilitates the given reaction. (1) Reactant: C(OC([N:8]1[CH2:12][CH2:11][CH2:10][C@@H:9]1[C:13](=[O:36])[NH:14][C@H:15]([C:25](=[O:35])[NH:26][CH2:27][C:28]1[CH:29]=[N:30][C:31]([NH2:34])=[CH:32][CH:33]=1)[CH2:16][C:17]1[CH:22]=[CH:21][C:20]([Cl:23])=[C:19]([Cl:24])[CH:18]=1)=O)(C)(C)C.[ClH:37]. Product: [ClH:23].[ClH:37].[NH2:34][C:31]1[N:30]=[CH:29][C:28]([CH2:27][NH:26][C:25]([C@@H:15]([NH:14][C:13]([C@H:9]2[CH2:10][CH2:11][CH2:12][NH:8]2)=[O:36])[CH2:16][C:17]2[CH:22]=[CH:21][C:20]([Cl:23])=[C:19]([Cl:24])[CH:18]=2)=[O:35])=[CH:33][CH:32]=1. The catalyst class is: 12. (2) Product: [CH2:5]([O:4][C:2]([N:18]1[C:17]2[CH:16]=[C:15]([CH3:23])[CH:14]=[C:13]([Br:12])[C:22]=2[O:21][CH2:20][CH2:19]1)=[O:3])[C:6]1[CH:11]=[CH:10][CH:9]=[CH:8][CH:7]=1. Reactant: Cl[C:2]([O:4][CH2:5][C:6]1[CH:11]=[CH:10][CH:9]=[CH:8][CH:7]=1)=[O:3].[Br:12][C:13]1[C:22]2[O:21][CH2:20][CH2:19][NH:18][C:17]=2[CH:16]=[C:15]([CH3:23])[CH:14]=1.N1C=CC=CC=1.Cl. The catalyst class is: 4. (3) Product: [C:1]([O:5][C:6](=[O:25])[NH:7][C@@H:8]1[CH2:13][CH2:12][CH2:11][N:10]([C:14]2[CH:19]=[C:18]([CH3:20])[N:17]=[C:16]([NH:38][CH2:37][C:36]3[CH:39]=[CH:40][C:41]([O:43][CH3:44])=[CH:42][C:35]=3[O:34][CH3:33])[C:15]=2[N+:22]([O-:24])=[O:23])[CH2:9]1)([CH3:4])([CH3:3])[CH3:2]. Reactant: [C:1]([O:5][C:6](=[O:25])[NH:7][C@@H:8]1[CH2:13][CH2:12][CH2:11][N:10]([C:14]2[CH:19]=[C:18]([CH3:20])[N:17]=[C:16](Cl)[C:15]=2[N+:22]([O-:24])=[O:23])[CH2:9]1)([CH3:4])([CH3:3])[CH3:2].C(N(CC)CC)C.[CH3:33][O:34][C:35]1[CH:42]=[C:41]([O:43][CH3:44])[CH:40]=[CH:39][C:36]=1[CH2:37][NH2:38].C(OCC)(=O)C. The catalyst class is: 60. (4) Reactant: [CH2:1]([N:8]1[C:16]2[C:11](=[CH:12][CH:13]=[C:14]([Cl:17])[CH:15]=2)[C:10]([C:18]2[N:19]=[C:20]3[C:26]([C:27]([NH:29][CH:30]([CH3:32])[CH3:31])=[O:28])=[CH:25][N:24](COCC[Si](C)(C)C)[C:21]3=[N:22][CH:23]=2)=[N:9]1)[C:2]1[CH:7]=[CH:6][CH:5]=[CH:4][CH:3]=1.FC(F)(F)C(O)=O.C(N)CN. Product: [CH2:1]([N:8]1[C:16]2[C:11](=[CH:12][CH:13]=[C:14]([Cl:17])[CH:15]=2)[C:10]([C:18]2[N:19]=[C:20]3[C:26]([C:27]([NH:29][CH:30]([CH3:32])[CH3:31])=[O:28])=[CH:25][NH:24][C:21]3=[N:22][CH:23]=2)=[N:9]1)[C:2]1[CH:7]=[CH:6][CH:5]=[CH:4][CH:3]=1. The catalyst class is: 4.